Predict the reactants needed to synthesize the given product. From a dataset of Retrosynthesis with 50K atom-mapped reactions and 10 reaction types from USPTO. (1) Given the product Cc1cc(Nc2nccc(O)n2)cc(-c2cnc(C(C)(O)C(F)(F)F)s2)c1, predict the reactants needed to synthesize it. The reactants are: Cc1cc(Nc2nccc(OCc3ccccc3)n2)cc(-c2cnc(C(C)(O)C(F)(F)F)s2)c1. (2) Given the product COC(=O)c1cc(F)cnc1N1CC(Nc2ccc(F)cc2C)C1, predict the reactants needed to synthesize it. The reactants are: COC(=O)c1cc(F)cnc1Cl.Cc1cc(F)ccc1NC1CNC1. (3) Given the product CC(C)CC(NC(=O)c1ccc2c(Cl)cnc(NC(=N)N)c2c1)C(=O)OC(C)(C)C, predict the reactants needed to synthesize it. The reactants are: CC(C)CC(NC(=O)c1ccc2c(Cl)cnc(Cl)c2c1)C(=O)OC(C)(C)C.N=C(N)N. (4) Given the product CC(C)Oc1cc([N+](=O)[O-])ccc1N1CCN(C)CC1, predict the reactants needed to synthesize it. The reactants are: CC(C)Oc1cc([N+](=O)[O-])ccc1Cl.CN1CCNCC1. (5) Given the product CC(C)c1nnc(-c2ccc(C(=O)O)cn2)o1, predict the reactants needed to synthesize it. The reactants are: COC(=O)c1ccc(-c2nnc(C(C)C)o2)nc1. (6) Given the product CN(C)C(=O)c1ccc([N+](=O)[O-])c(Oc2ccc(F)cc2F)c1, predict the reactants needed to synthesize it. The reactants are: CNC.O=C(Cl)c1ccc([N+](=O)[O-])c(Oc2ccc(F)cc2F)c1. (7) The reactants are: C#CCNC(=O)C(F)(F)F.Nc1nc(=O)n(COCCO)cc1I. Given the product Nc1nc(=O)n(COCCO)cc1C#CCNC(=O)C(F)(F)F, predict the reactants needed to synthesize it. (8) Given the product Cn1ccc2cc(Cl)ccc21, predict the reactants needed to synthesize it. The reactants are: Cn1c(I)cc2cc(Cl)ccc21. (9) The reactants are: ClCCBr.FC1(F)CCNCC1. Given the product FC1(F)CCN(CCCl)CC1, predict the reactants needed to synthesize it.